This data is from Catalyst prediction with 721,799 reactions and 888 catalyst types from USPTO. The task is: Predict which catalyst facilitates the given reaction. (1) Reactant: [CH3:1][S:2]([OH:5])(=[O:4])=[O:3].[CH3:6][CH2:7][CH2:8][CH2:9][CH2:10][CH2:11][O:12][C:13](/[N:15]=[C:16](\[NH2:51])/[C:17]1[CH:18]=[CH:19][C:20]([NH:23][CH2:24][C:25]2[N:33]([CH3:34])[C:32]3[CH:31]=[CH:30][C:29]([C:35]([N:37]([C:45]4[CH:46]=[CH:47][CH:48]=[CH:49][N:50]=4)[CH2:38][CH2:39][C:40]([O:42][CH2:43][CH3:44])=[O:41])=[O:36])=[CH:28][C:27]=3[N:26]=2)=[CH:21][CH:22]=1)=[O:14]. Product: [CH3:6][CH2:7][CH2:8][CH2:9][CH2:10][CH2:11][O:12][C:13](/[N:15]=[C:16](\[NH2:51])/[C:17]1[CH:18]=[CH:19][C:20]([NH:23][CH2:24][C:25]2[N:33]([CH3:34])[C:32]3[CH:31]=[CH:30][C:29]([C:35]([N:37]([C:45]4[CH:46]=[CH:47][CH:48]=[CH:49][N:50]=4)[CH2:38][CH2:39][C:40]([O:42][CH2:43][CH3:44])=[O:41])=[O:36])=[CH:28][C:27]=3[N:26]=2)=[CH:21][CH:22]=1)=[O:14].[CH3:1][S:2]([OH:5])(=[O:4])=[O:3]. The catalyst class is: 7. (2) Reactant: [CH3:1][O:2][C:3]1[CH:10]=[CH:9][C:6]([CH2:7]O)=[CH:5][C:4]=1[C:11]1[CH:16]=[CH:15][C:14]([O:17][CH3:18])=[CH:13][CH:12]=1.C1(P([N:33]=[N+:34]=[N-:35])(C2C=CC=CC=2)=O)C=CC=CC=1.N12CCCN=C1CCCCC2. Product: [CH3:1][O:2][C:3]1[CH:10]=[CH:9][C:6]([CH2:7][N:33]=[N+:34]=[N-:35])=[CH:5][C:4]=1[C:11]1[CH:16]=[CH:15][C:14]([O:17][CH3:18])=[CH:13][CH:12]=1. The catalyst class is: 1. (3) Reactant: [C:1]([Li])([CH3:4])([CH3:3])[CH3:2].[CH:6](OC(=S)N[C:12]1C=C(F)C=C[C:13]=1[O:19][C:20]([CH3:23])(C)C)(C)[CH3:7].[Cl-].[Li+].[Cu]C#N.ClCC(Cl)=[O:33]. Product: [CH3:6][CH2:7][CH2:2][CH:1]([CH3:4])[CH3:3].[C:13]([O:19][CH2:20][CH3:23])(=[O:33])[CH3:12]. The catalyst class is: 1. (4) Reactant: Cl[C:2]1[CH:7]=[C:6]([O:8][C:9]2[CH:14]=[CH:13][C:12]([N+:15]([O-:17])=[O:16])=[CH:11][CH:10]=2)[N:5]=[CH:4][N:3]=1.[CH:18]1([C:21]([NH2:23])=[O:22])[CH2:20][CH2:19]1.C1(P(C2C=CC=CC=2)C2C=CC3C(=CC=CC=3)C=2C2C3C(=CC=CC=3)C=CC=2P(C2C=CC=CC=2)C2C=CC=CC=2)C=CC=CC=1.C([O-])([O-])=O.[Cs+].[Cs+]. Product: [N+:15]([C:12]1[CH:13]=[CH:14][C:9]([O:8][C:6]2[N:5]=[CH:4][N:3]=[C:2]([NH:23][C:21]([CH:18]3[CH2:20][CH2:19]3)=[O:22])[CH:7]=2)=[CH:10][CH:11]=1)([O-:17])=[O:16]. The catalyst class is: 102. (5) Reactant: [CH2:1]([C:3]([C:19]1[CH:24]=[CH:23][C:22]([O:25][CH2:26][CH2:27][CH2:28][C:29]([O:31]CC)=[O:30])=[CH:21][CH:20]=1)=[C:4]([C:12]1[CH:17]=[CH:16][C:15]([OH:18])=[CH:14][CH:13]=1)[C:5]1[CH:10]=[CH:9][C:8]([OH:11])=[CH:7][CH:6]=1)[CH3:2].[OH-].[Na+].C1COCC1. Product: [CH2:1]([C:3]([C:19]1[CH:24]=[CH:23][C:22]([O:25][CH2:26][CH2:27][CH2:28][C:29]([OH:31])=[O:30])=[CH:21][CH:20]=1)=[C:4]([C:12]1[CH:17]=[CH:16][C:15]([OH:18])=[CH:14][CH:13]=1)[C:5]1[CH:6]=[CH:7][C:8]([OH:11])=[CH:9][CH:10]=1)[CH3:2]. The catalyst class is: 14.